This data is from Reaction yield outcomes from USPTO patents with 853,638 reactions. The task is: Predict the reaction yield, written as a fraction of the theoretical maximum amount of product (1.0 means a 100% yield; for example, 0.34 means a 34% yield). (1) The reactants are [Cl:1][C:2]1[C:3]2[C@H:10]([CH3:11])[CH2:9][CH2:8][C:4]=2[N:5]=[CH:6][N:7]=1.C1C=C(Cl)C=C(C(OO)=[O:20])C=1.[O-]S([O-])(=S)=O.[Na+].[Na+].C([O-])([O-])=O.[Na+].[Na+]. The catalyst is C(Cl)(Cl)Cl.O. The product is [Cl:1][C:2]1[N:7]=[CH:6][N+:5]([O-:20])=[C:4]2[CH2:8][CH2:9][C@@H:10]([CH3:11])[C:3]=12. The yield is 0.530. (2) The reactants are [Cl:1][C:2]1[CH:7]=[CH:6][C:5]([S:8]([C:10]2[C:11]([C:36]#[N:37])=[C:12]([C:26]3[CH:31]=[CH:30][N:29]=[C:28]([NH:32][C:33](=[O:35])[CH3:34])[CH:27]=3)[S:13][C:14]=2[C:15]2[N:19]=[CH:18][N:17](C3CCCCO3)[N:16]=2)=[O:9])=[CH:4][CH:3]=1.C(O)(C(F)(F)F)=O. No catalyst specified. The product is [Cl:1][C:2]1[CH:7]=[CH:6][C:5]([S:8]([C:10]2[C:11]([C:36]#[N:37])=[C:12]([C:26]3[CH:31]=[CH:30][N:29]=[C:28]([NH:32][C:33](=[O:35])[CH3:34])[CH:27]=3)[S:13][C:14]=2[C:15]2[NH:19][CH:18]=[N:17][N:16]=2)=[O:9])=[CH:4][CH:3]=1. The yield is 0.419. (3) The reactants are Cl.[NH2:2][CH2:3][C:4]([C:6]1[CH:11]=[CH:10][N:9]=[CH:8][CH:7]=1)=O.[S-:12][C:13]#[N:14].[K+]. The catalyst is O. The product is [N:9]1[CH:10]=[CH:11][C:6]([C:4]2[N:14]=[C:13]([SH:12])[NH:2][CH:3]=2)=[CH:7][CH:8]=1. The yield is 0.590. (4) The reactants are [F:1][C:2]1[CH:19]=[CH:18][C:5]([O:6][C:7]2[N:16]=[CH:15][C:14](I)=[CH:13][C:8]=2[C:9]([O:11][CH3:12])=[O:10])=[CH:4][CH:3]=1.[F:20][C:21]([F:26])([F:25])C([O-])=O.[Na+].O. The catalyst is CN1CCCC1.[Cu]I. The product is [F:1][C:2]1[CH:19]=[CH:18][C:5]([O:6][C:7]2[N:16]=[CH:15][C:14]([C:21]([F:26])([F:25])[F:20])=[CH:13][C:8]=2[C:9]([O:11][CH3:12])=[O:10])=[CH:4][CH:3]=1. The yield is 0.100. (5) The reactants are [H-].[Na+].[Br:3][C:4]1[NH:8][CH:7]=[C:6]([CH2:9][N:10]([CH3:18])[C:11](=[O:17])[O:12][C:13]([CH3:16])([CH3:15])[CH3:14])[CH:5]=1.C1OCCOCCOCCOCCOC1.Cl.[N:35]1[CH:40]=[CH:39][CH:38]=[C:37]([S:41](Cl)(=[O:43])=[O:42])[CH:36]=1. The catalyst is O1CCCC1.CN(C)C=O.O. The product is [C:13]([O:12][C:11](=[O:17])[N:10]([CH2:9][C:6]1[CH:5]=[C:4]([Br:3])[N:8]([S:41]([C:37]2[CH:36]=[N:35][CH:40]=[CH:39][CH:38]=2)(=[O:43])=[O:42])[CH:7]=1)[CH3:18])([CH3:14])([CH3:15])[CH3:16]. The yield is 0.850. (6) The reactants are C[O-].[Na+].[F:4][C:5]1[CH:10]=[CH:9][C:8]([C:11]2[O:12][C:13]3[CH:23]=[CH:22][C:21]([C:24]4[CH:25]=[C:26]([CH:31]=[CH:32][CH:33]=4)[C:27]([O:29]C)=O)=[CH:20][C:14]=3[C:15]=2[C:16](=[O:19])[NH:17][CH3:18])=[CH:7][CH:6]=1.O/[N:35]=[C:36](\[NH2:40])/[CH:37]([CH3:39])[CH3:38]. The catalyst is CCO. The product is [F:4][C:5]1[CH:10]=[CH:9][C:8]([C:11]2[O:12][C:13]3[CH:23]=[CH:22][C:21]([C:24]4[CH:33]=[CH:32][CH:31]=[C:26]([C:27]5[O:29][N:40]=[C:36]([CH:37]([CH3:39])[CH3:38])[N:35]=5)[CH:25]=4)=[CH:20][C:14]=3[C:15]=2[C:16]([NH:17][CH3:18])=[O:19])=[CH:7][CH:6]=1. The yield is 0.200. (7) The reactants are [CH3:1][C:2]([CH3:58])([CH2:10][C:11]([O:13][C@H:14]1[CH2:31][CH2:30][C@@:29]2([CH3:32])[C@@H:16]([CH2:17][CH2:18][C@:19]3([CH3:55])[C@@H:28]2[CH2:27][CH2:26][C@H:25]2[C@@:20]3([CH3:54])[CH2:21][CH2:22][C@@:23]3(/[CH:40]=[CH:41]/[C:42]([NH:44][C@H:45]([C:47]4[CH:52]=[CH:51][CH:50]=[C:49]([Cl:53])[CH:48]=4)[CH3:46])=[O:43])[CH2:35][C:34](=[O:36])[C:33]([CH:37]([CH3:39])[CH3:38])=[C:24]32)[C:15]1([CH3:57])[CH3:56])=[O:12])[C:3]([O:5]C(C)(C)C)=[O:4].C(O)(C(F)(F)F)=O. The yield is 0.880. The catalyst is ClCCl. The product is [Cl:53][C:49]1[CH:48]=[C:47]([C@@H:45]([NH:44][C:42](=[O:43])/[CH:41]=[CH:40]/[C@:23]23[CH2:35][C:34](=[O:36])[C:33]([CH:37]([CH3:39])[CH3:38])=[C:24]2[C@@H:25]2[C@@:20]([CH3:54])([CH2:21][CH2:22]3)[C@@:19]3([CH3:55])[C@@H:28]([C@:29]4([CH3:32])[C@@H:16]([CH2:17][CH2:18]3)[C:15]([CH3:56])([CH3:57])[C@@H:14]([O:13][C:11](=[O:12])[CH2:10][C:2]([CH3:1])([CH3:58])[C:3]([OH:5])=[O:4])[CH2:31][CH2:30]4)[CH2:27][CH2:26]2)[CH3:46])[CH:52]=[CH:51][CH:50]=1.